Dataset: Catalyst prediction with 721,799 reactions and 888 catalyst types from USPTO. Task: Predict which catalyst facilitates the given reaction. (1) Reactant: [F:1][C:2]1[CH:10]=[CH:9][CH:8]=[C:7]2[C:3]=1[CH:4]=[CH:5][NH:6]2.[C:11](O[C:11]([C:13]([F:16])([F:15])[F:14])=[O:12])([C:13]([F:16])([F:15])[F:14])=[O:12].C(=O)(O)[O-].[Na+]. Product: [F:14][C:13]([F:16])([F:15])[C:11]([C:4]1[C:3]2[C:7](=[CH:8][CH:9]=[CH:10][C:2]=2[F:1])[NH:6][CH:5]=1)=[O:12]. The catalyst class is: 3. (2) Reactant: C[O-].[Na+].CO.[C:6]([CH2:11][C:12]([O:14][CH3:15])=[O:13])(=[O:10])[CH:7]([CH3:9])[CH3:8].O[N:17]=[C:18](Cl)[C:19]1[C:20]([CH3:26])=[N:21][CH:22]=[CH:23][C:24]=1[CH3:25]. Product: [CH3:26][C:20]1[C:19]([C:18]2[C:11]([C:12]([O:14][CH3:15])=[O:13])=[C:6]([CH:7]([CH3:9])[CH3:8])[O:10][N:17]=2)=[C:24]([CH3:25])[CH:23]=[CH:22][N:21]=1. The catalyst class is: 1. (3) Reactant: [CH3:1][N:2]1[CH2:18][CH2:17][C:5]2[N:6]([CH2:14][CH2:15][NH2:16])[C:7]3[CH:8]=[CH:9][C:10]([CH3:13])=[CH:11][C:12]=3[C:4]=2[CH2:3]1.[CH:19]1([C:24](O)=[O:25])[CH2:23][CH2:22][CH2:21][CH2:20]1.C1(N=C=NC2CCCCC2)CCCCC1. Product: [CH3:1][N:2]1[CH2:18][CH2:17][C:5]2[N:6]([CH2:14][CH2:15][NH:16][C:24]([CH:19]3[CH2:23][CH2:22][CH2:21][CH2:20]3)=[O:25])[C:7]3[CH:8]=[CH:9][C:10]([CH3:13])=[CH:11][C:12]=3[C:4]=2[CH2:3]1. The catalyst class is: 119. (4) The catalyst class is: 351. Reactant: CO[C:3]([C:5]1[C:14]([OH:15])=[C:13]2[C:8]([CH:9]=[CH:10][C:11](=[O:23])[N:12]2[CH2:16][C:17]2[CH:22]=[CH:21][CH:20]=[CH:19][CH:18]=2)=[C:7]([C:24]#[N:25])[N:6]=1)=[O:4].[NH2:26][CH2:27][CH2:28][NH:29][C:30](=[O:32])[CH3:31].CC(O)=O.O. Product: [C:30]([NH:29][CH2:28][CH2:27][NH:26][C:3]([C:5]1[C:14]([OH:15])=[C:13]2[C:8]([CH:9]=[CH:10][C:11](=[O:23])[N:12]2[CH2:16][C:17]2[CH:18]=[CH:19][CH:20]=[CH:21][CH:22]=2)=[C:7]([C:24]#[N:25])[N:6]=1)=[O:4])(=[O:32])[CH3:31]. (5) Reactant: [C:1]([C:3]1[CH:8]=[CH:7][C:6]([NH:9][C:10]2[N:11]=[C:12]([O:20][C:21]3[C:28]([CH3:29])=[CH:27][C:24]([C:25]#[N:26])=[CH:23][C:22]=3[CH3:30])[C:13]3[N:18]([CH3:19])[CH:17]=[CH:16][C:14]=3[N:15]=2)=[CH:5][CH:4]=1)#[N:2].C1C(=O)N([Br:38])C(=O)C1. Product: [Br:38][C:16]1[C:14]2[N:15]=[C:10]([NH:9][C:6]3[CH:7]=[CH:8][C:3]([C:1]#[N:2])=[CH:4][CH:5]=3)[N:11]=[C:12]([O:20][C:21]3[C:22]([CH3:30])=[CH:23][C:24]([C:25]#[N:26])=[CH:27][C:28]=3[CH3:29])[C:13]=2[N:18]([CH3:19])[CH:17]=1. The catalyst class is: 2. (6) Reactant: C(N(C(C)C)CC)(C)C.[CH3:10][O:11][C:12]1[CH:13]=[C:14]2[C:19](=[CH:20][C:21]=1[O:22][CH3:23])[N:18]=[CH:17][CH:16]=[C:15]2[O:24][C:25]1[CH:30]=[CH:29][C:28]([CH2:31][C:32]([OH:34])=O)=[CH:27][CH:26]=1.[NH2:35][C:36]1[CH:37]=[N:38][N:39]([CH2:41][CH2:42][O:43][CH3:44])[CH:40]=1. Product: [CH3:44][O:43][CH2:42][CH2:41][N:39]1[CH:40]=[C:36]([NH:35][C:32](=[O:34])[CH2:31][C:28]2[CH:29]=[CH:30][C:25]([O:24][C:15]3[C:14]4[C:19](=[CH:20][C:21]([O:22][CH3:23])=[C:12]([O:11][CH3:10])[CH:13]=4)[N:18]=[CH:17][CH:16]=3)=[CH:26][CH:27]=2)[CH:37]=[N:38]1. The catalyst class is: 3. (7) Reactant: [OH-].[K+].[CH:3]1([C:9]#[C:10][CH3:11])[CH2:8][CH2:7][CH2:6][CH2:5][CH2:4]1.[SiH:12]([CH2:21][CH2:22][CH2:23][CH3:24])([CH2:17][CH2:18][CH2:19][CH3:20])[CH2:13][CH2:14][CH2:15][CH3:16]. Product: [CH2:21]([Si:12]([CH2:13][CH2:14][CH2:15][CH3:16])([CH2:17][CH2:18][CH2:19][CH3:20])[C:11]#[C:10][CH2:9][CH:3]1[CH2:8][CH2:7][CH2:6][CH2:5][CH2:4]1)[CH2:22][CH2:23][CH3:24]. The catalyst class is: 57. (8) Reactant: C([O:3][C:4]([CH2:6][CH:7]1[C:13]2[CH:14]=[C:15]([Cl:18])[CH:16]=[CH:17][C:12]=2[N:11]([C:19](=[O:32])[C:20]2[CH:25]=[CH:24][C:23]([CH:26]3[CH2:31][CH2:30][CH2:29][CH2:28][CH2:27]3)=[CH:22][CH:21]=2)[CH2:10][CH2:9][CH2:8]1)=[O:5])C.[OH-].[Na+].Cl. Product: [C:4]([CH2:6][CH:7]1[C:13]2[CH:14]=[C:15]([Cl:18])[CH:16]=[CH:17][C:12]=2[N:11]([C:19](=[O:32])[C:20]2[CH:25]=[CH:24][C:23]([CH:26]3[CH2:27][CH2:28][CH2:29][CH2:30][CH2:31]3)=[CH:22][CH:21]=2)[CH2:10][CH2:9][CH2:8]1)([OH:5])=[O:3]. The catalyst class is: 8. (9) Reactant: [NH2:1][C:2]([C:4]1[CH:5]=[N:6][C:7]2[C:12]([C:13]=1[NH:14][C:15]1[CH:16]=[C:17]([CH:23]=[CH:24][CH:25]=1)[C:18]([O:20]CC)=[O:19])=[CH:11][CH:10]=[C:9]([C:26]1[CH:27]=[N:28][CH:29]=[CH:30][C:31]=1[CH3:32])[CH:8]=2)=[O:3].[OH-].[Na+]. Product: [NH2:1][C:2]([C:4]1[CH:5]=[N:6][C:7]2[C:12]([C:13]=1[NH:14][C:15]1[CH:16]=[C:17]([CH:23]=[CH:24][CH:25]=1)[C:18]([OH:20])=[O:19])=[CH:11][CH:10]=[C:9]([C:26]1[CH:27]=[N:28][CH:29]=[CH:30][C:31]=1[CH3:32])[CH:8]=2)=[O:3]. The catalyst class is: 8. (10) Reactant: [OH:1][CH2:2][C@H:3]1[CH2:7][CH2:6][CH2:5][N:4]1[C:8]([O:10][C:11]([CH3:14])([CH3:13])[CH3:12])=[O:9].C([O-])([O-])=O.[Cs+].[Cs+].Cl[C:22]1[C:31]2[C:26](=[CH:27][CH:28]=[CH:29][CH:30]=2)[CH:25]=[C:24]([C:32]#[N:33])[N:23]=1. Product: [C:32]([C:24]1[N:23]=[C:22]([O:1][CH2:2][C@H:3]2[CH2:7][CH2:6][CH2:5][N:4]2[C:8]([O:10][C:11]([CH3:14])([CH3:13])[CH3:12])=[O:9])[C:31]2[C:26]([CH:25]=1)=[CH:27][CH:28]=[CH:29][CH:30]=2)#[N:33]. The catalyst class is: 37.